From a dataset of Reaction yield outcomes from USPTO patents with 853,638 reactions. Predict the reaction yield, written as a fraction of the theoretical maximum amount of product (1.0 means a 100% yield; for example, 0.34 means a 34% yield). The reactants are [Cl:1][C:2]1[CH:3]=[C:4]2[C:12](=[C:13]([N+:16]([O-:18])=[O:17])[C:14]=1F)[NH:11][C:10]1[CH:9]=[N:8][CH:7]=[CH:6][C:5]2=1.[S-:19][CH2:20][CH3:21].[Na+].O. The product is [Cl:1][C:2]1[CH:3]=[C:4]2[C:12](=[C:13]([N+:16]([O-:18])=[O:17])[C:14]=1[S:19][CH2:20][CH3:21])[NH:11][C:10]1[CH:9]=[N:8][CH:7]=[CH:6][C:5]2=1. The catalyst is CN(C=O)C. The yield is 0.790.